From a dataset of Full USPTO retrosynthesis dataset with 1.9M reactions from patents (1976-2016). Predict the reactants needed to synthesize the given product. (1) Given the product [CH2:19]([NH:22][C:2]1[N:3]=[C:4]([N:12]2[CH2:17][CH2:16][CH:15]([CH3:18])[CH2:14][CH2:13]2)[C:5]2[S:10][CH:9]=[C:8]([CH3:11])[C:6]=2[N:7]=1)[CH:20]=[CH2:21], predict the reactants needed to synthesize it. The reactants are: Cl[C:2]1[N:3]=[C:4]([N:12]2[CH2:17][CH2:16][CH:15]([CH3:18])[CH2:14][CH2:13]2)[C:5]2[S:10][CH:9]=[C:8]([CH3:11])[C:6]=2[N:7]=1.[CH2:19]([NH:22]CC=C)[CH:20]=[CH2:21].C(=O)([O-])O.[Na+]. (2) The reactants are: [CH2:1]([CH:3]1[CH2:11][C:6]2([O:10][CH2:9][CH2:8][O:7]2)[CH2:5][CH:4]1[C:12]([NH:14][NH:15][C:16]1[N:17]=[C:18]2[CH:24]=[CH:23][N:22]([S:25]([C:28]3[CH:34]=[CH:33][C:31]([CH3:32])=[CH:30][CH:29]=3)(=[O:27])=[O:26])[C:19]2=[N:20][CH:21]=1)=O)[CH3:2].O1CCOCC1.CCN(C(C)C)C(C)C.S(Cl)(Cl)=O. Given the product [CH2:1]([CH:3]1[CH2:11][C:6]2([O:7][CH2:8][CH2:9][O:10]2)[CH2:5][CH:4]1[C:12]1[N:17]2[C:18]3[CH:24]=[CH:23][N:22]([S:25]([C:28]4[CH:29]=[CH:30][C:31]([CH3:32])=[CH:33][CH:34]=4)(=[O:27])=[O:26])[C:19]=3[N:20]=[CH:21][C:16]2=[N:15][N:14]=1)[CH3:2], predict the reactants needed to synthesize it. (3) Given the product [NH2:9][C:10]1[N:18]=[CH:17][N:16]=[C:15]2[C:11]=1[N:12]=[CH:13][N:14]2[C@@H:19]1[O:23][C@H:22]([CH2:24][CH2:25][P:26](=[O:27])([OH:28])[OH:29])[C@@H:21]([OH:30])[C@H:20]1[O:39][CH3:40], predict the reactants needed to synthesize it. The reactants are: C([NH:9][C:10]1[N:18]=[CH:17][N:16]=[C:15]2[C:11]=1[N:12]=[CH:13][N:14]2[C@@H:19]1[O:23][C@H:22](/[CH:24]=[CH:25]/[P:26](=[O:29])([OH:28])[OH:27])[C@@H:21]([O:30]C(=O)C2C=CC=CC=2)[C@H:20]1[O:39][CH3:40])(=O)C1C=CC=CC=1. (4) Given the product [Cl:1][C:2]1[C:20]([N+:26]([O-:28])=[O:27])=[CH:19][C:5]([C:6]([NH:8][C@H:9]2[CH2:14][CH2:13][C@H:12]([C:15]([F:18])([F:17])[F:16])[CH2:11][CH2:10]2)=[O:7])=[C:4]([O:21][CH2:22][CH2:23][O:24][CH3:25])[N:3]=1, predict the reactants needed to synthesize it. The reactants are: [Cl:1][C:2]1[CH:20]=[CH:19][C:5]([C:6]([NH:8][C@H:9]2[CH2:14][CH2:13][C@H:12]([C:15]([F:18])([F:17])[F:16])[CH2:11][CH2:10]2)=[O:7])=[C:4]([O:21][CH2:22][CH2:23][O:24][CH3:25])[N:3]=1.[N+:26]([O-])([OH:28])=[O:27]. (5) Given the product [C:1]([C:5]1[CH:6]=[C:7]([NH:25][C:26]([NH:28][C@@H:29]2[C:38]3[C:33](=[CH:34][CH:35]=[CH:36][CH:37]=3)[C@H:32]([O:39][C:40]3[CH:41]=[CH:42][C:43]4[N:44]([C:46]([C@@H:49]5[CH2:53][CH2:52][CH2:51][N:50]5[CH3:54])=[N:47][N:48]=4)[CH:45]=3)[CH2:31][CH2:30]2)=[O:27])[N:8]([C:10]2[CH:11]=[C:12]([OH:17])[CH:13]=[C:14]([Cl:16])[CH:15]=2)[N:9]=1)([CH3:4])([CH3:2])[CH3:3], predict the reactants needed to synthesize it. The reactants are: [C:1]([C:5]1[CH:6]=[C:7]([NH:25][C:26]([NH:28][C@@H:29]2[C:38]3[C:33](=[CH:34][CH:35]=[CH:36][CH:37]=3)[C@H:32]([O:39][C:40]3[CH:41]=[CH:42][C:43]4[N:44]([C:46]([C@@H:49]5[CH2:53][CH2:52][CH2:51][N:50]5[CH3:54])=[N:47][N:48]=4)[CH:45]=3)[CH2:31][CH2:30]2)=[O:27])[N:8]([C:10]2[CH:15]=[C:14]([Cl:16])[CH:13]=[C:12]([O:17][Si](C(C)(C)C)(C)C)[CH:11]=2)[N:9]=1)([CH3:4])([CH3:3])[CH3:2].CCCC[N+](CCCC)(CCCC)CCCC.[F-]. (6) Given the product [Cl:7][C:8]1[CH:9]=[C:10]([NH:22][C:23]2[C:32]3[C:27](=[CH:28][CH:29]=[CH:30][C:31]=3[O:33][C@@H:34]3[CH2:38][CH2:37][N:36]([C:4](=[O:6])[CH2:3][O:2][CH3:1])[CH2:35]3)[N:26]=[CH:25][N:24]=2)[CH:11]=[CH:12][C:13]=1[O:14][CH2:15][C:16]1[CH:21]=[CH:20][CH:19]=[CH:18][N:17]=1, predict the reactants needed to synthesize it. The reactants are: [CH3:1][O:2][CH2:3][C:4]([OH:6])=O.[Cl:7][C:8]1[CH:9]=[C:10]([NH:22][C:23]2[C:32]3[C:27](=[CH:28][CH:29]=[CH:30][C:31]=3[O:33][C@@H:34]3[CH2:38][CH2:37][N:36](C(=O)CO)[CH2:35]3)[N:26]=[CH:25][N:24]=2)[CH:11]=[CH:12][C:13]=1[O:14][CH2:15][C:16]1[CH:21]=[CH:20][CH:19]=[CH:18][N:17]=1. (7) Given the product [CH3:22][C:21]1[CH:20]=[CH:19][C:14]([C:15]([O:17][CH3:18])=[O:16])=[CH:13][C:12]=1[N:6]1[C:5](=[O:23])[C:4]2[C:9](=[CH:10][CH:11]=[C:2]([N:83]3[CH2:88][CH2:87][NH:86][CH2:85][CH2:84]3)[CH:3]=2)[N:8]=[CH:7]1, predict the reactants needed to synthesize it. The reactants are: Br[C:2]1[CH:3]=[C:4]2[C:9](=[CH:10][CH:11]=1)[N:8]=[CH:7][N:6]([C:12]1[CH:13]=[C:14]([CH:19]=[CH:20][C:21]=1[CH3:22])[C:15]([O:17][CH3:18])=[O:16])[C:5]2=[O:23].C([O-])([O-])=O.[Cs+].[Cs+].C1(P(C2C=CC=CC=2)C2C=CC3C(=CC=CC=3)C=2C2C3C(=CC=CC=3)C=CC=2P(C2C=CC=CC=2)C2C=CC=CC=2)C=CC=CC=1.C([N:83]1[CH2:88][CH2:87][NH:86][CH2:85][CH2:84]1)(OC(C)(C)C)=O.Cl. (8) Given the product [NH:45]1[C:46]2[C:42](=[C:41]([C:2]3[CH:10]=[C:9]4[C:5]([CH:6]=[N:7][N:8]4[S:11]([C:14]4[CH:19]=[CH:18][C:17]([CH3:20])=[CH:16][CH:15]=4)(=[O:13])=[O:12])=[C:4]([C:21]4[O:22][C:23]([CH2:26][N:27]5[CH2:32][CH2:31][O:30][CH2:29][CH2:28]5)=[N:24][N:25]=4)[CH:3]=3)[CH:49]=[CH:48][CH:47]=2)[CH:43]=[CH:44]1, predict the reactants needed to synthesize it. The reactants are: Br[C:2]1[CH:10]=[C:9]2[C:5]([CH:6]=[N:7][N:8]2[S:11]([C:14]2[CH:19]=[CH:18][C:17]([CH3:20])=[CH:16][CH:15]=2)(=[O:13])=[O:12])=[C:4]([C:21]2[O:22][C:23]([CH2:26][N:27]3[CH2:32][CH2:31][O:30][CH2:29][CH2:28]3)=[N:24][N:25]=2)[CH:3]=1.CC1(C)C(C)(C)OB([C:41]2[CH:49]=[CH:48][CH:47]=[C:46]3[C:42]=2[CH:43]=[CH:44][NH:45]3)O1.P([O-])([O-])([O-])=O.[K+].[K+].[K+]. (9) Given the product [Cl:54][C:10]1[CH:9]=[CH:8][N:7]=[C:6]([NH:5][CH2:4][CH:1]2[CH2:3][CH2:2]2)[N:11]=1, predict the reactants needed to synthesize it. The reactants are: [CH:1]1([CH2:4][NH:5][C:6]2[N:11]=[C:10](C3C=CC(CN)=CC=3)[CH:9]=[CH:8][N:7]=2)[CH2:3][CH2:2]1.C1(CNC2N=C(C3C=CC(CNC(OC(C)(C)C)=O)=CC=3)C=CN=2)CC1.FC(F)(F)C(O)=O.C(Cl)[Cl:54]. (10) Given the product [CH3:62][N:60]([CH3:61])[C:59]([C:33]1[CH:34]=[C:35]([CH2:38][C:39]([O:41][CH2:42][C@@:43]2([C:54]([O:56][CH2:57][CH3:58])=[O:55])[C:51]3[C:46](=[CH:47][CH:48]=[CH:49][CH:50]=3)[C:45](=[O:52])[N:44]2[CH3:53])=[O:40])[CH:36]=[CH:37][C:32]=1[NH:31][C:17]([C:12]1[CH:13]=[CH:14][CH:15]=[CH:16][C:11]=1[C:8]1[CH:7]=[CH:6][C:5]([O:4][CH:1]([CH3:2])[CH3:3])=[CH:10][CH:9]=1)=[O:19])=[O:63], predict the reactants needed to synthesize it. The reactants are: [CH:1]([O:4][C:5]1[CH:10]=[CH:9][C:8]([C:11]2[C:12]([C:17]([OH:19])=O)=[CH:13][CH:14]=[CH:15][CH:16]=2)=[CH:7][CH:6]=1)([CH3:3])[CH3:2].C(Cl)(=O)C(Cl)=O.CN(C=O)C.[NH2:31][C:32]1[CH:37]=[CH:36][C:35]([CH2:38][C:39]([O:41][CH2:42][C@@:43]2([C:54]([O:56][CH2:57][CH3:58])=[O:55])[C:51]3[C:46](=[CH:47][CH:48]=[CH:49][CH:50]=3)[C:45](=[O:52])[N:44]2[CH3:53])=[O:40])=[CH:34][C:33]=1[C:59](=[O:63])[N:60]([CH3:62])[CH3:61].CCN(C(C)C)C(C)C.